This data is from CYP2C9 inhibition data for predicting drug metabolism from PubChem BioAssay. The task is: Regression/Classification. Given a drug SMILES string, predict its absorption, distribution, metabolism, or excretion properties. Task type varies by dataset: regression for continuous measurements (e.g., permeability, clearance, half-life) or binary classification for categorical outcomes (e.g., BBB penetration, CYP inhibition). Dataset: cyp2c9_veith. (1) The molecule is CCN(CC)CCCN(Cc1cc2ccc(C)c(C)c2[nH]c1=O)C(=O)NC1CCCCC1. The result is 0 (non-inhibitor). (2) The molecule is C/C(CCC(=O)OC[C@@H]1O[C@H](C#Cc2ccccc2)C=C[C@@H]1Oc1ccc(C)cc1)=N/O[C@@H](C)c1cc(-c2c(C)cc(C)cc2C)no1. The result is 0 (non-inhibitor).